Dataset: Full USPTO retrosynthesis dataset with 1.9M reactions from patents (1976-2016). Task: Predict the reactants needed to synthesize the given product. (1) Given the product [CH2:28]([O:27][C:25](=[O:26])[NH:1][C:2]1[C:3]([C:7]2[NH:23][C:10]3=[CH:11][C:12]4[C:13]([CH3:22])([CH3:21])[C:14](=[O:20])[N:15]([CH2:18][CH3:19])[C:16]=4[CH:17]=[C:9]3[N:8]=2)=[N:4][NH:5][CH:6]=1)[CH:29]([CH3:31])[CH3:30], predict the reactants needed to synthesize it. The reactants are: [NH2:1][C:2]1[C:3]([C:7]2[NH:23][C:10]3=[CH:11][C:12]4[C:13]([CH3:22])([CH3:21])[C:14](=[O:20])[N:15]([CH2:18][CH3:19])[C:16]=4[CH:17]=[C:9]3[N:8]=2)=[N:4][NH:5][CH:6]=1.Cl[C:25]([O:27][CH2:28][CH:29]([CH3:31])[CH3:30])=[O:26]. (2) Given the product [Si:34]([O:41][CH:13]1[CH2:14][C:15]2[N:7]([CH2:6][O:5][CH2:4][CH2:3][Si:2]([CH3:1])([CH3:32])[CH3:33])[N:8]=[C:9]([C:29]([OH:31])=[O:30])[C:10]=2[CH2:11][CH2:12]1)([C:37]([CH3:40])([CH3:39])[CH3:38])([CH3:36])[CH3:35], predict the reactants needed to synthesize it. The reactants are: [CH3:1][Si:2]([CH3:33])([CH3:32])[CH2:3][CH2:4][O:5][CH2:6][N:7]1[C:15]2[CH2:14][CH:13](C3C=NN(COCC[Si](C)(C)C)C=3)[CH2:12][CH2:11][C:10]=2[C:9]([C:29]([OH:31])=[O:30])=[N:8]1.[Si:34]([O:41]C1CCC(=O)CC1)([C:37]([CH3:40])([CH3:39])[CH3:38])([CH3:36])[CH3:35]. (3) Given the product [OH:1][C:2]1([C:15]([N:17]2[CH2:24][CH2:23][CH2:22][C@H:18]2[C:19]([NH:37][CH2:36][C:35]2[CH:38]=[C:39]([Cl:42])[CH:40]=[CH:41][C:34]=2[CH2:33][NH:32][C:30]([O:29][C:25]([CH3:28])([CH3:26])[CH3:27])=[O:31])=[O:20])=[O:16])[C:3]2[CH:4]=[CH:5][CH:6]=[CH:7][C:8]=2[C:9]2[C:14]1=[CH:13][CH:12]=[CH:11][CH:10]=2, predict the reactants needed to synthesize it. The reactants are: [OH:1][C:2]1([C:15]([N:17]2[CH2:24][CH2:23][CH2:22][C@H:18]2[C:19](O)=[O:20])=[O:16])[C:14]2[CH:13]=[CH:12][CH:11]=[CH:10][C:9]=2[C:8]2[C:3]1=[CH:4][CH:5]=[CH:6][CH:7]=2.[C:25]([O:29][C:30]([NH:32][CH2:33][C:34]1[CH:41]=[CH:40][C:39]([Cl:42])=[CH:38][C:35]=1[CH2:36][NH2:37])=[O:31])([CH3:28])([CH3:27])[CH3:26].F[P-](F)(F)(F)(F)F.N1(O[P+](N(C)C)(N(C)C)N(C)C)C2C=CC=CC=2N=N1. (4) Given the product [Cl:40][C:25]1[CH:24]=[C:23]([NH:22][C:19]2[C:20]3[N:12]([CH2:11][CH2:10][OH:9])[CH:13]=[CH:14][C:15]=3[N:16]=[CH:17][N:18]=2)[CH:39]=[CH:38][C:26]=1[O:27][C:28]1[CH:36]=[C:35]2[C:31]([CH2:32][CH2:33][C:34]2=[O:37])=[CH:30][CH:29]=1, predict the reactants needed to synthesize it. The reactants are: C([O:9][CH2:10][CH2:11][N:12]1[C:20]2[C:19](Cl)=[N:18][CH:17]=[N:16][C:15]=2[CH:14]=[CH:13]1)(=O)C1C=CC=CC=1.[NH2:22][C:23]1[CH:39]=[CH:38][C:26]([O:27][C:28]2[CH:36]=[C:35]3[C:31]([CH2:32][CH2:33][C:34]3=[O:37])=[CH:30][CH:29]=2)=[C:25]([Cl:40])[CH:24]=1.C(=O)([O-])O.[Na+].[OH-].[Na+]. (5) The reactants are: [F:1][C:2]1[C:3]([NH:12][S:13]([C:16]2[CH:25]=[CH:24][C:19]([C:20]([O:22][CH3:23])=[O:21])=[CH:18][CH:17]=2)(=[O:15])=[O:14])=[N:4][CH:5]=[C:6]([C:8]([F:11])([F:10])[F:9])[CH:7]=1.Br[CH2:27][C:28]1[CH:33]=[CH:32][CH:31]=[CH:30][CH:29]=1. Given the product [CH2:27]([N:12]([C:3]1[C:2]([F:1])=[CH:7][C:6]([C:8]([F:11])([F:9])[F:10])=[CH:5][N:4]=1)[S:13]([C:16]1[CH:25]=[CH:24][C:19]([C:20]([O:22][CH3:23])=[O:21])=[CH:18][CH:17]=1)(=[O:15])=[O:14])[C:28]1[CH:33]=[CH:32][CH:31]=[CH:30][CH:29]=1, predict the reactants needed to synthesize it. (6) Given the product [C:17]([O:21][C:22]([N:24]1[CH2:29][CH2:28][CH2:27][C@H:26]([O:30][C:8]2[CH:15]=[C:14]([F:16])[CH:13]=[CH:12][C:9]=2[CH:10]=[O:11])[CH2:25]1)=[O:23])([CH3:20])([CH3:18])[CH3:19], predict the reactants needed to synthesize it. The reactants are: C(O[K])(C)(C)C.F[C:8]1[CH:15]=[C:14]([F:16])[CH:13]=[CH:12][C:9]=1[CH:10]=[O:11].[C:17]([O:21][C:22]([N:24]1[CH2:29][CH2:28][CH2:27][C@H:26]([OH:30])[CH2:25]1)=[O:23])([CH3:20])([CH3:19])[CH3:18]. (7) Given the product [NH3:11].[F:5][C:6]1[C:38]([OH:39])=[CH:37][CH:36]=[CH:35][C:7]=1[O:8][C@@H:9]1[CH2:13][CH2:12][N:11]([C:14]([CH3:34])([CH3:33])[CH2:15][CH2:16][C:17]([C:21]2[CH:22]=[CH:23][CH:24]=[CH:25][CH:26]=2)([C:27]2[CH:32]=[CH:31][CH:30]=[CH:29][CH:28]=2)[C:18]([NH2:20])=[O:19])[CH2:10]1, predict the reactants needed to synthesize it. The reactants are: B(Br)(Br)Br.[F:5][C:6]1[C:38]([O:39]C)=[CH:37][CH:36]=[CH:35][C:7]=1[O:8][C@@H:9]1[CH2:13][CH2:12][N:11]([C:14]([CH3:34])([CH3:33])[CH2:15][CH2:16][C:17]([C:27]2[CH:32]=[CH:31][CH:30]=[CH:29][CH:28]=2)([C:21]2[CH:26]=[CH:25][CH:24]=[CH:23][CH:22]=2)[C:18]([NH2:20])=[O:19])[CH2:10]1.